Dataset: Forward reaction prediction with 1.9M reactions from USPTO patents (1976-2016). Task: Predict the product of the given reaction. (1) Given the reactants [C:1]1([N:7]2[CH:12]=[CH:11][C:10]([CH2:13][CH2:14][CH2:15][CH2:16][CH2:17][CH2:18][CH2:19][C:20]3[N:21]=[N:22][NH:23][CH:24]=3)=[C:9]([O:25]CC3C=CC=CC=3)[C:8]2=[O:33])[CH:6]=[CH:5][CH:4]=[CH:3][CH:2]=1.C1(N2C=CC(CCCC3N=NNC=3)=C(O)C2=O)C=CC=CC=1, predict the reaction product. The product is: [C:1]1([N:7]2[CH:12]=[CH:11][C:10]([CH2:13][CH2:14][CH2:15][CH2:16][CH2:17][CH2:18][CH2:19][C:20]3[N:21]=[N:22][NH:23][CH:24]=3)=[C:9]([OH:25])[C:8]2=[O:33])[CH:2]=[CH:3][CH:4]=[CH:5][CH:6]=1. (2) The product is: [C:16]([O:26][CH2:25][N:9]1[C:10]2[C:2]([Cl:1])=[CH:3][C:4]([Cl:15])=[CH:5][C:6]=2[C:7]2[CH2:13][CH2:12][C:11](=[O:14])[C:8]1=2)(=[O:19])[C:6]([CH3:7])([CH3:10])[CH3:5]. Given the reactants [Cl:1][C:2]1[C:10]2[NH:9][C:8]3[C:11](=[O:14])[CH2:12][CH2:13][C:7]=3[C:6]=2[CH:5]=[C:4]([Cl:15])[CH:3]=1.[C:16]([O-:19])([O-])=O.[K+].[K+].CN([CH:25]=[O:26])C, predict the reaction product. (3) The product is: [CH3:1][C:2]1[C:6]2=[N:7][CH:8]=[CH:9][CH:10]=[C:5]2[S:4][C:3]=1[CH:11]=[O:12]. Given the reactants [CH3:1][C:2]1[C:6]2=[N:7][CH:8]=[CH:9][CH:10]=[C:5]2[S:4][C:3]=1[C:11](OCC)=[O:12].[Cl-].[Ca+2].[Cl-].[BH4-].[Na+].[Cl-].[NH4+], predict the reaction product. (4) The product is: [NH:21]1[C:22]2[C:18](=[CH:17][CH:16]=[C:15]([NH:14][C:2]3[N:7]=[C:6]([NH:14][C:15]4[CH:23]=[C:22]5[C:18]([CH:19]=[N:20][NH:21]5)=[CH:17][CH:16]=4)[C:5]([C:9]([O:11][CH2:12][CH3:13])=[O:10])=[CH:4][N:3]=3)[CH:23]=2)[CH:19]=[N:20]1. Given the reactants Cl[C:2]1[N:7]=[C:6](Cl)[C:5]([C:9]([O:11][CH2:12][CH3:13])=[O:10])=[CH:4][N:3]=1.[NH2:14][C:15]1[CH:23]=[C:22]2[C:18]([CH:19]=[N:20][NH:21]2)=[CH:17][CH:16]=1, predict the reaction product.